This data is from Forward reaction prediction with 1.9M reactions from USPTO patents (1976-2016). The task is: Predict the product of the given reaction. (1) Given the reactants Cl.[CH:2]([O:5][CH:6]1[CH2:11][CH2:10][NH:9][CH2:8][CH2:7]1)([CH3:4])[CH3:3].C(N(CC)CC)C.[F:19][C:20]1[CH:28]=[CH:27][C:26]([CH2:29][C:30]2[C:39]3[C:34](=[CH:35][CH:36]=[CH:37][CH:38]=3)[C:33](=[O:40])[NH:32][N:31]=2)=[CH:25][C:21]=1[C:22](O)=[O:23].F[P-](F)(F)(F)(F)F.N1(OC(N(C)C)=[N+](C)C)C2C=CC=CC=2N=N1, predict the reaction product. The product is: [F:19][C:20]1[CH:28]=[CH:27][C:26]([CH2:29][C:30]2[C:39]3[C:34](=[CH:35][CH:36]=[CH:37][CH:38]=3)[C:33](=[O:40])[NH:32][N:31]=2)=[CH:25][C:21]=1[C:22]([N:9]1[CH2:10][CH2:11][CH:6]([O:5][CH:2]([CH3:4])[CH3:3])[CH2:7][CH2:8]1)=[O:23]. (2) Given the reactants [F:1][C:2]([F:31])([F:30])[C:3]1[CH:4]=[C:5]([C@H:13]2[O:17][C:16](=[O:18])[N:15]([CH2:19][C:20]3[C:25]([Br:26])=[CH:24][N:23]=[C:22](SC)[N:21]=3)[C@H:14]2[CH3:29])[CH:6]=[C:7]([C:9]([F:12])([F:11])[F:10])[CH:8]=1.[S:32]([O-:37])(O[O-])(=O)=[O:33].[K+].[K+].[CH3:40]OC(C)(C)C, predict the reaction product. The product is: [F:12][C:9]([F:10])([F:11])[C:7]1[CH:6]=[C:5]([C@H:13]2[O:17][C:16](=[O:18])[N:15]([CH2:19][C:20]3[C:25]([Br:26])=[CH:24][N:23]=[C:22]([S:32]([CH3:40])(=[O:37])=[O:33])[N:21]=3)[C@H:14]2[CH3:29])[CH:4]=[C:3]([C:2]([F:1])([F:31])[F:30])[CH:8]=1.